From a dataset of Catalyst prediction with 721,799 reactions and 888 catalyst types from USPTO. Predict which catalyst facilitates the given reaction. Reactant: [N:1]1[CH:6]=[CH:5][CH:4]=[CH:3][C:2]=1[CH2:7][O:8][C:9]1[CH:18]=[C:17]([C:19]2[S:23][CH:22]=[N:21][CH:20]=2)[C:16]2[CH2:15][CH2:14][CH2:13][CH2:12][C:11]=2[N:10]=1.C1C[O:27][CH2:26]C1.C[Si](C)(C)[N-][Si](C)(C)C.[Li+].C1COCC1.CN(C=O)C. Product: [N:1]1[CH:6]=[CH:5][CH:4]=[CH:3][C:2]=1[CH2:7][O:8][C:9]1[CH:18]=[C:17]([C:19]2[S:23][C:22]([CH2:26][OH:27])=[N:21][CH:20]=2)[C:16]2[CH2:15][CH2:14][CH2:13][CH2:12][C:11]=2[N:10]=1. The catalyst class is: 84.